Dataset: Retrosynthesis with 50K atom-mapped reactions and 10 reaction types from USPTO. Task: Predict the reactants needed to synthesize the given product. (1) Given the product CC(C)(C)N=NC(C)(C#N)CCCOC(=O)c1ccc2c(c1)C(=O)OC2=O, predict the reactants needed to synthesize it. The reactants are: CC(C)(C)N=NC(C)(C#N)CCCO.O=C(Cl)c1ccc2c(c1)C(=O)OC2=O. (2) The reactants are: CC(C)(C)OC(=O)CC(N)C(O)COc1c(F)c(F)cc(F)c1F.CC[C@@H](C(=O)O)n1cccc(NC(C)=O)c1=O. Given the product CCC(C(=O)N[C@@H](CC(=O)OC(C)(C)C)[C@H](O)COc1c(F)c(F)cc(F)c1F)n1cccc(NC(C)=O)c1=O, predict the reactants needed to synthesize it. (3) Given the product COC(=O)Cc1c(C(=O)c2cccc(-c3ccco3)c2)[nH]c2cc(Cl)ccc12, predict the reactants needed to synthesize it. The reactants are: COC(=O)Cc1c(C(=O)c2cccc(Br)c2)[nH]c2cc(Cl)ccc12.OB(O)c1ccco1. (4) The reactants are: Cc1nc2c3c(c(C(=O)N(C)C)cc2n1C)C(=O)[C@H](O)[C@@H](c1ccccc1)N3. Given the product Cc1nc2c3c(c(C(=O)N(C)C)cc2n1C)C(O)[C@H](O)[C@@H](c1ccccc1)N3, predict the reactants needed to synthesize it. (5) Given the product COc1cc(OCC(=O)O)c(C)cc1S(=O)Cc1ccc(-c2ccc(C(F)(F)F)cc2)cc1, predict the reactants needed to synthesize it. The reactants are: COC(=O)COc1cc(OC)c(S(=O)Cc2ccc(-c3ccc(C(F)(F)F)cc3)cc2)cc1C. (6) Given the product O=C(OCC1c2ccccc2-c2ccccc21)N1CCOC2(CCNCC2)C1, predict the reactants needed to synthesize it. The reactants are: O=C(OCC1c2ccccc2-c2ccccc21)N1CCOC2(CCN(Cc3ccccc3)CC2)C1. (7) Given the product Cc1cc(S(=O)(=O)Nc2ccc(F)c(Nc3ncccc3-c3ncnc4c3ncn4C3CCCCO3)c2F)c(C(F)(F)F)o1, predict the reactants needed to synthesize it. The reactants are: Cc1cc(S(=O)(=O)Cl)c(C(F)(F)F)o1.Nc1ccc(F)c(Nc2ncccc2-c2ncnc3c2ncn3C2CCCCO2)c1F. (8) Given the product CC(C)(C)OC(=O)NCc1cccc(CNS(=O)(=O)c2cccc3cnccc23)c1, predict the reactants needed to synthesize it. The reactants are: CC(C)(C)OC(=O)NCc1cccc(CN)c1.O=S(=O)(Cl)c1cccc2cnccc12.